From a dataset of Reaction yield outcomes from USPTO patents with 853,638 reactions. Predict the reaction yield, written as a fraction of the theoretical maximum amount of product (1.0 means a 100% yield; for example, 0.34 means a 34% yield). (1) The reactants are [Cl:1][C:2]1[C:3]([CH3:13])=[C:4]([CH:10]=[CH:11][N:12]=1)[C:5]([O:7][CH2:8][CH3:9])=[O:6].[Br:14]N1C(=O)CCC1=O.C(OOC(=O)C1C=CC=CC=1)(=O)C1C=CC=CC=1. The catalyst is C(Cl)(Cl)(Cl)Cl. The product is [Br:14][CH2:13][C:3]1[C:2]([Cl:1])=[N:12][CH:11]=[CH:10][C:4]=1[C:5]([O:7][CH2:8][CH3:9])=[O:6]. The yield is 0.730. (2) The reactants are [CH2:1]([O:3][C:4](=[O:21])[C:5]1[CH:10]=[CH:9][C:8]([N:11]=[CH:12][C:13]2[CH:18]=[C:17]([CH3:19])[CH:16]=[C:15]([Br:20])[CH:14]=2)=[CH:7][CH:6]=1)[CH3:2].[CH:22](=[O:26])[CH:23]([CH3:25])[CH3:24].O. The catalyst is O1CCCC1.O.[O-]S(C(F)(F)F)(=O)=O.[Yb+3].[O-]S(C(F)(F)F)(=O)=O.[O-]S(C(F)(F)F)(=O)=O. The product is [CH2:1]([O:3][C:4]([C:5]1[CH:6]=[C:7]2[C:8](=[CH:9][CH:10]=1)[NH:11][CH:12]([C:13]1[CH:18]=[C:17]([CH3:19])[CH:16]=[C:15]([Br:20])[CH:14]=1)[C:23]([CH3:25])([CH3:24])[CH:22]2[OH:26])=[O:21])[CH3:2]. The yield is 1.00.